From a dataset of Full USPTO retrosynthesis dataset with 1.9M reactions from patents (1976-2016). Predict the reactants needed to synthesize the given product. (1) Given the product [Cl:18][C:19]1[N:24]=[C:23]([O:1][C:2]2[CH:3]=[C:4]([C:8]3[CH:13]=[CH:12][C:11]([NH:14][C:15]([NH2:17])=[NH:16])=[CH:10][CH:9]=3)[CH:5]=[CH:6][CH:7]=2)[CH:22]=[CH:21][N:20]=1, predict the reactants needed to synthesize it. The reactants are: [OH:1][C:2]1[CH:3]=[C:4]([C:8]2[CH:13]=[CH:12][C:11]([NH:14][C:15]([NH2:17])=[NH:16])=[CH:10][CH:9]=2)[CH:5]=[CH:6][CH:7]=1.[Cl:18][C:19]1[N:24]=[C:23](Cl)[CH:22]=[CH:21][N:20]=1.C(=O)([O-])[O-].[K+].[K+]. (2) Given the product [I:32][C:2]1[CH:7]=[CH:6][C:5]([CH:8]([CH3:14])[C:9]([O:11][CH2:12][CH3:13])=[O:10])=[CH:4][C:3]=1[CH3:15], predict the reactants needed to synthesize it. The reactants are: N[C:2]1[CH:7]=[CH:6][C:5]([CH:8]([CH3:14])[C:9]([O:11][CH2:12][CH3:13])=[O:10])=[CH:4][C:3]=1[CH3:15].CC1C=CC(S(O)(=O)=O)=CC=1.O.N([O-])=O.[Na+].[I-:32].[K+].[OH-].[Na+]. (3) Given the product [F:25][C:24]([F:27])([F:26])[C:23]([OH:28])=[O:36].[CH3:1][N:2]1[CH2:6][CH2:5][CH2:4][C@H:3]1[CH2:7][O:8][C:9]1[CH:21]=[CH:20][C:12]([C:13]([OH:15])=[O:14])=[C:11]([N:22]([CH:29]2[CH2:30][CH2:31][O:32][CH2:33][CH2:34]2)[C:23](=[O:28])[C:24]([F:25])([F:27])[F:26])[CH:10]=1, predict the reactants needed to synthesize it. The reactants are: [CH3:1][N:2]1[CH2:6][CH2:5][CH2:4][C@H:3]1[CH2:7][O:8][C:9]1[CH:21]=[CH:20][C:12]([C:13]([O:15]C(C)(C)C)=[O:14])=[C:11]([N:22]([CH:29]2[CH2:34][CH2:33][O:32][CH2:31][CH2:30]2)[C:23](=[O:28])[C:24]([F:27])([F:26])[F:25])[CH:10]=1.Cl.[O:36]1CCOCC1. (4) Given the product [C:1]([C:5]1[CH:23]=[CH:22][C:8]([C:9]([NH:11][S:12]([C:15]2[CH:20]=[CH:19][CH:18]=[C:17]([F:21])[N:16]=2)(=[O:13])=[O:14])=[O:10])=[C:7]([CH:24]2[CH2:29][CH2:28][CH2:27][CH2:26][CH2:25]2)[N:6]=1)([CH3:4])([CH3:2])[CH3:3], predict the reactants needed to synthesize it. The reactants are: [C:1]([C:5]1[CH:23]=[CH:22][C:8]([C:9]([NH:11][S:12]([C:15]2[CH:20]=[CH:19][CH:18]=[C:17]([F:21])[N:16]=2)(=[O:14])=[O:13])=[O:10])=[C:7]([C:24]2[CH2:29][CH2:28][CH2:27][CH2:26][CH:25]=2)[N:6]=1)([CH3:4])([CH3:3])[CH3:2]. (5) Given the product [NH2:22][CH2:13][CH:12]([NH:11][S:1]([C:4]1[CH:10]=[CH:9][C:7]([CH3:8])=[CH:6][CH:5]=1)(=[O:3])=[O:2])[CH2:14][C:15]1([OH:21])[CH2:20][CH2:19][CH2:18][CH2:17][CH2:16]1, predict the reactants needed to synthesize it. The reactants are: [S:1]([N:11]1[CH2:13][CH:12]1[CH2:14][C:15]1([OH:21])[CH2:20][CH2:19][CH2:18][CH2:17][CH2:16]1)([C:4]1[CH:10]=[CH:9][C:7]([CH3:8])=[CH:6][CH:5]=1)(=[O:3])=[O:2].[NH3:22]. (6) Given the product [OH:1][CH:2]1[CH2:7][CH2:6][CH:5]([C:8]([O:10][CH2:17][C:18]2[CH:23]=[CH:22][CH:21]=[CH:20][CH:19]=2)=[O:9])[CH2:4][CH2:3]1, predict the reactants needed to synthesize it. The reactants are: [OH:1][CH:2]1[CH2:7][CH2:6][CH:5]([C:8]([OH:10])=[O:9])[CH2:4][CH2:3]1.C(=O)([O-])[O-].[K+].[K+].[CH2:17](Br)[C:18]1[CH:23]=[CH:22][CH:21]=[CH:20][CH:19]=1.O. (7) The reactants are: [Br:1][C:2]1[S:6][C:5]([C:7]2([C@H:10]3[CH2:15][CH2:14][C@H:13]([C:16]([O:18][CH2:19][CH3:20])=[O:17])[CH2:12][CH2:11]3)[CH2:9][O:8]2)=[N:4][CH:3]=1.FC(F)(F)C(O)=O.C([SiH](CC)CC)C. Given the product [Br:1][C:2]1[S:6][C:5]([CH:7]([C@H:10]2[CH2:15][CH2:14][C@H:13]([C:16]([O:18][CH2:19][CH3:20])=[O:17])[CH2:12][CH2:11]2)[CH2:9][OH:8])=[N:4][CH:3]=1, predict the reactants needed to synthesize it. (8) Given the product [CH2:1]([CH:3]1[CH2:7][C:6](=[O:8])[CH2:5][CH:4]1[C:9]([O:11][CH2:12][CH3:13])=[O:10])[CH3:2], predict the reactants needed to synthesize it. The reactants are: [CH2:1]([C:3]1[CH:4]([C:9]([O:11][CH2:12][CH3:13])=[O:10])[CH2:5][C:6](=[O:8])[CH:7]=1)[CH3:2]. (9) Given the product [C:11]([C:10]1[NH:28][N:27]=[N:26][C:13]=1[C:15]1[CH:25]=[CH:24][C:18]([O:19][CH2:20][C:21]([OH:23])=[O:22])=[CH:17][CH:16]=1)#[N:12], predict the reactants needed to synthesize it. The reactants are: C1(S([CH2:10][C:11]#[N:12])(=O)=O)C=CC=CC=1.[CH:13]([C:15]1[CH:25]=[CH:24][C:18]([O:19][CH2:20][C:21]([OH:23])=[O:22])=[CH:17][CH:16]=1)=O.[N-:26]=[N+:27]=[N-:28].[Na+].O.